Dataset: Reaction yield outcomes from USPTO patents with 853,638 reactions. Task: Predict the reaction yield, written as a fraction of the theoretical maximum amount of product (1.0 means a 100% yield; for example, 0.34 means a 34% yield). The reactants are [CH3:1][C:2]1[C:3]([O:13][CH:14]([CH3:16])[CH3:15])=[CH:4][CH:5]=[C:6]2[C:11]=1[C:10](=[O:12])[NH:9][CH2:8][CH2:7]2.[H-].[Na+].[CH2:19]([O:26][C:27]1[C:32]([CH2:33]Cl)=[C:31]([CH3:35])[CH:30]=[C:29]([CH3:36])[N:28]=1)[C:20]1[CH:25]=[CH:24][CH:23]=[CH:22][CH:21]=1. The catalyst is O1CCCC1. The product is [CH2:19]([O:26][C:27]1[C:32]([CH2:33][N:9]2[CH2:8][CH2:7][C:6]3[C:11](=[C:2]([CH3:1])[C:3]([O:13][CH:14]([CH3:16])[CH3:15])=[CH:4][CH:5]=3)[C:10]2=[O:12])=[C:31]([CH3:35])[CH:30]=[C:29]([CH3:36])[N:28]=1)[C:20]1[CH:25]=[CH:24][CH:23]=[CH:22][CH:21]=1. The yield is 0.760.